From a dataset of Forward reaction prediction with 1.9M reactions from USPTO patents (1976-2016). Predict the product of the given reaction. (1) Given the reactants [F:1][CH:2]([F:19])[C:3]1[CH:4]=[C:5](B2OC(C)(C)C(C)(C)O2)[CH:6]=[C:7]([F:9])[CH:8]=1.[Cl:20][C:21]1[CH:22]=[C:23]([CH2:27][N:28]2[CH:32]=[CH:31][N:30]=[C:29]2[CH3:33])[N:24]=[N:25][CH:26]=1, predict the reaction product. The product is: [ClH:20].[F:19][CH:2]([F:1])[C:3]1[CH:4]=[C:5]([C:21]2[CH:22]=[C:23]([CH2:27][N:28]3[CH:32]=[CH:31][N:30]=[C:29]3[CH3:33])[N:24]=[N:25][CH:26]=2)[CH:6]=[C:7]([F:9])[CH:8]=1. (2) Given the reactants C([O:3][C:4](=O)[C:5]1[CH:10]=[C:9]([CH3:11])[C:8]([N:12]2[CH2:17][CH2:16][N:15]([C:18]3[CH:23]=[C:22]([N:24]4[CH2:29][CH2:28][CH2:27][CH2:26][CH2:25]4)[N:21]=[C:20]([N:30]4[CH2:34][CH2:33][CH2:32][CH:31]4[CH3:35])[N:19]=3)[C@H:14]([CH3:36])[CH2:13]2)=[N:7][CH:6]=1)C.[H-].C([Al+]CC(C)C)C(C)C, predict the reaction product. The product is: [CH3:11][C:9]1[CH:10]=[C:5]([CH2:4][OH:3])[CH:6]=[N:7][C:8]=1[N:12]1[CH2:17][CH2:16][N:15]([C:18]2[CH:23]=[C:22]([N:24]3[CH2:25][CH2:26][CH2:27][CH2:28][CH2:29]3)[N:21]=[C:20]([N:30]3[CH2:34][CH2:33][CH2:32][CH:31]3[CH3:35])[N:19]=2)[C@H:14]([CH3:36])[CH2:13]1. (3) Given the reactants [BH4-].[Na+].[O:3]=[C:4]1[CH2:10][CH2:9][CH2:8][N:7]([C:11]([O:13][CH2:14][CH3:15])=[O:12])[CH2:6][CH2:5]1, predict the reaction product. The product is: [OH:3][CH:4]1[CH2:10][CH2:9][CH2:8][N:7]([C:11]([O:13][CH2:14][CH3:15])=[O:12])[CH2:6][CH2:5]1. (4) Given the reactants [Cl:1][C:2]1[CH:7]=[CH:6][CH:5]=[C:4]([Cl:8])[C:3]=1[C:9]1[C:10]([OH:15])=[CH:11][CH:12]=[CH:13][CH:14]=1.C(=O)([O-])[O-].[K+].[K+].[CH2:22](Br)[CH:23]=[CH2:24].O, predict the reaction product. The product is: [CH2:24]([O:15][C:10]1[CH:11]=[CH:12][CH:13]=[CH:14][C:9]=1[C:3]1[C:2]([Cl:1])=[CH:7][CH:6]=[CH:5][C:4]=1[Cl:8])[CH:23]=[CH2:22].